This data is from Forward reaction prediction with 1.9M reactions from USPTO patents (1976-2016). The task is: Predict the product of the given reaction. (1) Given the reactants [F:1][C:2]1[CH:7]=[CH:6][C:5]([CH2:8][C:9](Cl)=[O:10])=[CH:4][CH:3]=1.[S-:12][C:13]#[N:14].[K+].[NH2:16][C:17]1[CH:38]=[CH:37][C:20]([O:21][C:22]2[CH:27]=[CH:26][N:25]=[C:24]([NH:28][C:29]([N:31]3[CH2:36][CH2:35][O:34][CH2:33][CH2:32]3)=[O:30])[CH:23]=2)=[C:19]([CH3:39])[CH:18]=1.C(O)C, predict the reaction product. The product is: [CH3:39][C:19]1[CH:18]=[C:17]([NH:16][C:13]([NH:14][C:9](=[O:10])[CH2:8][C:5]2[CH:6]=[CH:7][C:2]([F:1])=[CH:3][CH:4]=2)=[S:12])[CH:38]=[CH:37][C:20]=1[O:21][C:22]1[CH:27]=[CH:26][N:25]=[C:24]([NH:28][C:29]([N:31]2[CH2:36][CH2:35][O:34][CH2:33][CH2:32]2)=[O:30])[CH:23]=1. (2) Given the reactants C[O:2][C:3](=[O:15])[CH2:4][C:5]1[CH:6]=[C:7]2[C:12](=[CH:13][CH:14]=1)[N:11]=[CH:10][CH:9]=[CH:8]2.O.[OH-].[Na+].Cl, predict the reaction product. The product is: [N:11]1[C:12]2[C:7](=[CH:6][C:5]([CH2:4][C:3]([OH:15])=[O:2])=[CH:14][CH:13]=2)[CH:8]=[CH:9][CH:10]=1. (3) Given the reactants [C:1]([C:5]1[CH:10]=[CH:9][C:8]([OH:11])=[C:7]([CH3:12])[CH:6]=1)([CH3:4])([CH3:3])[CH3:2].[N+:13]([O-])([OH:15])=[O:14], predict the reaction product. The product is: [C:1]([C:5]1[CH:10]=[C:9]([N+:13]([O-:15])=[O:14])[C:8]([OH:11])=[C:7]([CH3:12])[CH:6]=1)([CH3:4])([CH3:3])[CH3:2].